Dataset: Forward reaction prediction with 1.9M reactions from USPTO patents (1976-2016). Task: Predict the product of the given reaction. (1) Given the reactants [NH:1]1[C:9]2[C:4](=[CH:5][C:6]([NH:10][C:11]([C:13]3[C:14]([C:19]4[CH:24]=[CH:23][C:22]([C:25]([F:28])([F:27])[F:26])=[CH:21][CH:20]=4)=[CH:15][CH:16]=[CH:17][CH:18]=3)=[O:12])=[CH:7][CH:8]=2)[CH2:3][CH2:2]1.[N:29]1([CH2:34][C:35](O)=[O:36])[CH:33]=[N:32][N:31]=[N:30]1.F[P-](F)(F)(F)(F)F.N1(O[P+](N2CCCC2)(N2CCCC2)N2CCCC2)C2C=CC=CC=2N=N1.C(N(C(C)C)CC)(C)C, predict the reaction product. The product is: [N:29]1([CH2:34][C:35]([N:1]2[C:9]3[C:4](=[CH:5][C:6]([NH:10][C:11]([C:13]4[C:14]([C:19]5[CH:20]=[CH:21][C:22]([C:25]([F:26])([F:27])[F:28])=[CH:23][CH:24]=5)=[CH:15][CH:16]=[CH:17][CH:18]=4)=[O:12])=[CH:7][CH:8]=3)[CH2:3][CH2:2]2)=[O:36])[CH:33]=[N:32][N:31]=[N:30]1. (2) Given the reactants Br[C:2]1[C:3]2[O:12][C:11]([C:13]3[CH:18]=[CH:17][C:16]([C:19]4([NH:23][C:24](=[O:30])[O:25][C:26]([CH3:29])([CH3:28])[CH3:27])[CH2:22][CH2:21][CH2:20]4)=[CH:15][CH:14]=3)=[C:10]([C:31]3[CH:36]=[CH:35][CH:34]=[CH:33][CH:32]=3)[C:4]=2[C:5](=[O:9])[N:6]([CH3:8])[CH:7]=1.[CH3:37][N:38]1[CH:42]=[C:41](B2OC(C)(C)C(C)(C)O2)[CH:40]=[N:39]1.P([O-])([O-])([O-])=O.[K+].[K+].[K+], predict the reaction product. The product is: [CH3:8][N:6]1[CH:7]=[C:2]([C:41]2[CH:40]=[N:39][N:38]([CH3:37])[CH:42]=2)[C:3]2[O:12][C:11]([C:13]3[CH:14]=[CH:15][C:16]([C:19]4([NH:23][C:24](=[O:30])[O:25][C:26]([CH3:27])([CH3:28])[CH3:29])[CH2:20][CH2:21][CH2:22]4)=[CH:17][CH:18]=3)=[C:10]([C:31]3[CH:32]=[CH:33][CH:34]=[CH:35][CH:36]=3)[C:4]=2[C:5]1=[O:9]. (3) Given the reactants [C:1]([C:3]1[C:12]([O:13][CH3:14])=[CH:11][C:6]([C:7]([O:9][CH3:10])=[O:8])=[C:5]([F:15])[CH:4]=1)#[N:2].[NH2:16][OH:17], predict the reaction product. The product is: [NH2:2][C:1](=[N:16][OH:17])[C:3]1[C:12]([O:13][CH3:14])=[CH:11][C:6]([C:7]([O:9][CH3:10])=[O:8])=[C:5]([F:15])[CH:4]=1. (4) Given the reactants [Cl:1][C:2]1[CH:7]=[CH:6][C:5]([C:8]2[C:9]([C:14]([O:16]C)=[O:15])=[CH:10][CH:11]=[CH:12][CH:13]=2)=[CH:4][C:3]=1[C:18]([NH:20][CH2:21][CH2:22][C:23]12[CH2:32][CH:27]3[CH2:28][CH:29]([CH2:31][CH:25]([CH2:26]3)[CH2:24]1)[CH2:30]2)=[O:19].[OH-].[K+].O.CO, predict the reaction product. The product is: [Cl:1][C:2]1[CH:7]=[CH:6][C:5]([C:8]2[C:9]([C:14]([OH:16])=[O:15])=[CH:10][CH:11]=[CH:12][CH:13]=2)=[CH:4][C:3]=1[C:18]([NH:20][CH2:21][CH2:22][C:23]12[CH2:32][CH:27]3[CH2:26][CH:25]([CH2:31][CH:29]([CH2:28]3)[CH2:30]1)[CH2:24]2)=[O:19]. (5) Given the reactants [O:1]1[CH2:6][CH2:5][C:4](=[O:7])[CH2:3][CH2:2]1.[Li+].C[Si]([N-][Si](C)(C)C)(C)C.[CH3:18][O:19][C:20]1[CH:21]=[C:22]([CH2:26][C:27](Cl)=[O:28])[CH:23]=[CH:24][CH:25]=1.C(O)(=O)C, predict the reaction product. The product is: [CH3:18][O:19][C:20]1[CH:21]=[C:22]([CH2:26][C:27]([CH:3]2[C:4](=[O:7])[CH2:5][CH2:6][O:1][CH2:2]2)=[O:28])[CH:23]=[CH:24][CH:25]=1.